From a dataset of NCI-60 drug combinations with 297,098 pairs across 59 cell lines. Regression. Given two drug SMILES strings and cell line genomic features, predict the synergy score measuring deviation from expected non-interaction effect. (1) Drug 1: COC1=C(C=C2C(=C1)N=CN=C2NC3=CC(=C(C=C3)F)Cl)OCCCN4CCOCC4. Drug 2: C1=CC(=CC=C1CC(C(=O)O)N)N(CCCl)CCCl.Cl. Cell line: BT-549. Synergy scores: CSS=27.5, Synergy_ZIP=-5.38, Synergy_Bliss=1.42, Synergy_Loewe=-1.87, Synergy_HSA=2.10. (2) Synergy scores: CSS=54.7, Synergy_ZIP=1.78, Synergy_Bliss=1.35, Synergy_Loewe=-12.1, Synergy_HSA=1.26. Drug 2: CC1CCCC2(C(O2)CC(NC(=O)CC(C(C(=O)C(C1O)C)(C)C)O)C(=CC3=CSC(=N3)C)C)C. Drug 1: COC1=NC(=NC2=C1N=CN2C3C(C(C(O3)CO)O)O)N. Cell line: SR. (3) Drug 1: CN(C)N=NC1=C(NC=N1)C(=O)N. Synergy scores: CSS=4.86, Synergy_ZIP=-0.701, Synergy_Bliss=1.87, Synergy_Loewe=3.23, Synergy_HSA=2.15. Drug 2: C1=CC(=CC=C1C#N)C(C2=CC=C(C=C2)C#N)N3C=NC=N3. Cell line: 786-0. (4) Drug 1: COC1=C(C=C2C(=C1)N=CN=C2NC3=CC(=C(C=C3)F)Cl)OCCCN4CCOCC4. Drug 2: CCC1(CC2CC(C3=C(CCN(C2)C1)C4=CC=CC=C4N3)(C5=C(C=C6C(=C5)C78CCN9C7C(C=CC9)(C(C(C8N6C)(C(=O)OC)O)OC(=O)C)CC)OC)C(=O)OC)O.OS(=O)(=O)O. Cell line: SF-295. Synergy scores: CSS=16.9, Synergy_ZIP=-2.41, Synergy_Bliss=-1.17, Synergy_Loewe=0.760, Synergy_HSA=1.09. (5) Drug 1: C1=CC(=CC=C1CC(C(=O)O)N)N(CCCl)CCCl.Cl. Drug 2: CC1=C(C(=CC=C1)Cl)NC(=O)C2=CN=C(S2)NC3=CC(=NC(=N3)C)N4CCN(CC4)CCO. Cell line: SF-295. Synergy scores: CSS=26.9, Synergy_ZIP=-7.53, Synergy_Bliss=-5.16, Synergy_Loewe=-2.93, Synergy_HSA=-2.64. (6) Drug 1: CNC(=O)C1=CC=CC=C1SC2=CC3=C(C=C2)C(=NN3)C=CC4=CC=CC=N4. Drug 2: C1C(C(OC1N2C=NC3=C(N=C(N=C32)Cl)N)CO)O. Cell line: SNB-19. Synergy scores: CSS=6.43, Synergy_ZIP=-2.47, Synergy_Bliss=1.95, Synergy_Loewe=-3.68, Synergy_HSA=1.97.